Predict the reaction yield, written as a fraction of the theoretical maximum amount of product (1.0 means a 100% yield; for example, 0.34 means a 34% yield). From a dataset of Reaction yield outcomes from USPTO patents with 853,638 reactions. (1) The reactants are [CH3:1][C:2]1[CH:7]=[C:6]([CH3:8])[CH:5]=[CH:4][C:3]=1[NH:9][C:10](=O)[CH2:11][N:12]([CH2:19][C:20]1[CH:36]=[CH:35][C:23]([O:24][C:25]([CH3:34])([CH3:33])[C:26]([O:28][C:29]([CH3:32])([CH3:31])[CH3:30])=[O:27])=[CH:22][CH:21]=1)[CH2:13][C:14]1[O:15][CH:16]=[CH:17][CH:18]=1.B.CSC.C(=O)([O-])[O-].[Na+].[Na+]. The catalyst is C1(C)C=CC=CC=1.O1CCCC1. The product is [CH3:1][C:2]1[CH:7]=[C:6]([CH3:8])[CH:5]=[CH:4][C:3]=1[NH:9][CH2:10][CH2:11][N:12]([CH2:19][C:20]1[CH:21]=[CH:22][C:23]([O:24][C:25]([CH3:34])([CH3:33])[C:26]([O:28][C:29]([CH3:30])([CH3:31])[CH3:32])=[O:27])=[CH:35][CH:36]=1)[CH2:13][C:14]1[O:15][CH:16]=[CH:17][CH:18]=1. The yield is 0.370. (2) The reactants are [OH:1][CH2:2][C:3]([CH3:11])([CH3:10])[CH2:4][NH:5][C:6](=[O:9])[CH2:7][CH3:8].[N+:12]([C:15]1[CH:22]=[CH:21][CH:20]=[C:19]([N+]([O-])=O)[C:16]=1[C:17]#[N:18])([O-:14])=[O:13]. No catalyst specified. The product is [C:17]([C:16]1[C:15]([N+:12]([O-:14])=[O:13])=[CH:22][CH:21]=[CH:20][C:19]=1[O:1][CH2:2][C:3]([CH3:10])([CH3:11])[CH2:4][NH:5][C:6](=[O:9])[CH2:7][CH3:8])#[N:18]. The yield is 0.680. (3) The reactants are C(O[C:6](=O)[N:7]([CH2:9][CH2:10][CH:11]([C:18]1[CH:19]=[C:20]2[C:24](=[CH:25][CH:26]=1)[N:23]([S:27]([CH3:30])(=[O:29])=[O:28])[CH:22]=[CH:21]2)[C:12]1[CH:17]=[CH:16][CH:15]=[CH:14][CH:13]=1)C)(C)(C)C.C([SiH](CC)CC)C.C(O)(C(F)(F)F)=O. The catalyst is C(Cl)Cl. The product is [CH3:30][S:27]([N:23]1[C:24]2[C:20](=[CH:19][C:18]([CH:11]([C:12]3[CH:13]=[CH:14][CH:15]=[CH:16][CH:17]=3)[CH2:10][CH2:9][NH:7][CH3:6])=[CH:26][CH:25]=2)[CH:21]=[CH:22]1)(=[O:29])=[O:28]. The yield is 0.710. (4) The reactants are [Br:1][C:2]1[N:7]=[CH:6][C:5]([NH2:8])=[CH:4][C:3]=1[CH3:9].Cl[C:11]1[CH:19]=[CH:18][C:17]([CH3:20])=[CH:16][C:12]=1[C:13]([OH:15])=[O:14]. No catalyst specified. The product is [Br:1][C:2]1[N:7]=[CH:6][C:5]([NH:8][C:11]2[CH:19]=[CH:18][C:17]([CH3:20])=[CH:16][C:12]=2[C:13]([OH:15])=[O:14])=[CH:4][C:3]=1[CH3:9]. The yield is 0.200. (5) The reactants are [Cl:1][C:2]1[N:7]=[C:6]([C:8]([O:10][CH2:11][CH3:12])=[O:9])[C:5](F)=[CH:4][N:3]=1.[CH3:14][O:15][C:16]([CH3:20])([CH3:19])[CH2:17][NH2:18]. No catalyst specified. The product is [Cl:1][C:2]1[N:7]=[C:6]([C:8]([O:10][CH2:11][CH3:12])=[O:9])[C:5]([NH:18][CH2:17][C:16]([O:15][CH3:14])([CH3:20])[CH3:19])=[CH:4][N:3]=1. The yield is 0.710. (6) The product is [CH2:1]([O:3][C:4]([C@@H:5]1[C@H:19]([C:20]2[CH:25]=[CH:24][CH:23]=[CH:22][CH:21]=2)[C@H:6]1[C:7]1[CH:12]=[CH:11][C:10]([N+:13]([O-:15])=[O:14])=[C:9]([Br:16])[CH:8]=1)=[O:17])[CH3:2]. The yield is 0.210. No catalyst specified. The reactants are [CH2:1]([O:3][C:4](=[O:17])/[CH:5]=[CH:6]/[C:7]1[CH:12]=[CH:11][C:10]([N+:13]([O-:15])=[O:14])=[C:9]([Br:16])[CH:8]=1)[CH3:2].[Br-].[CH2:19]([S+]1CCCC1)[C:20]1[CH:25]=[CH:24][CH:23]=[CH:22][CH:21]=1.[SH3+].C1OCCOCCOCCOC1.[Li+].C[Si]([N-][Si](C)(C)C)(C)C. (7) The reactants are [CH3:1][N:2](C)[C:3](Cl)=O.[CH2:7]([NH:15][C:16](=O)[CH3:17])[CH2:8][CH2:9][CH2:10][CH2:11][CH2:12][CH2:13][CH3:14].[OH-].[Na+].C(=O)([O-])[O-].[Ca+2]. The catalyst is C1(C)C=CC=CC=1.O. The product is [CH3:1][N:2]([CH3:3])[C:16](=[N:15][CH2:7][CH2:8][CH2:9][CH2:10][CH2:11][CH2:12][CH2:13][CH3:14])[CH3:17]. The yield is 0.610. (8) The yield is 0.550. The reactants are [I-].C[P+]([C:16]1[CH:21]=[CH:20][CH:19]=[CH:18]C=1)([C:20]1[CH:21]=[CH:16]C=[CH:18][CH:19]=1)[C:20]1[CH:21]=[CH:16]C=[CH:18][CH:19]=1.[Li]CCCC.[Cl:27][C:28]1[CH:35]=[N:34]C=CC=1C=O. The catalyst is C1COCC1. The product is [Cl:27][C:28]1[CH:35]=[N:34][CH:18]=[CH:19][C:20]=1[CH:21]=[CH2:16].